From a dataset of Experimentally validated miRNA-target interactions with 360,000+ pairs, plus equal number of negative samples. Binary Classification. Given a miRNA mature sequence and a target amino acid sequence, predict their likelihood of interaction. (1) The protein sequence of the target gene is MHCERFLCILRIIGTTLFGVSLLLGITAAYIVGYQFIQTDNYYFSFGLYGAFLASHLIIQSLFAFLEHRKMKKSLETPIKLNKTVALCIAAYQEDPDYLRKCLQSVKRLTYPGIKVVMVIDGNSEDDLYMMDIFSEVMGRDKSATYIWKNNFHEKGPGETDESHKESSQHVTQLVLSNKSICIMQKWGGKREVMYTAFRALGRSVDYVQVCDSDTMLDPASSVEMVKVLEEDPMVGGVGGDVQILNKYDSWISFLSSVRYWMAFNIERACQSYFGCVQCISGPLGMYRNSLLHEFVEDWY.... Result: 1 (interaction). The miRNA is hsa-miR-202-3p with sequence AGAGGUAUAGGGCAUGGGAA. (2) The miRNA is cel-miR-252-5p with sequence AUAAGUAGUAGUGCCGCAGGUAA. The protein sequence of the target gene is MKYLRHRRPNATLILAIGAFTLLLFSLLVSPPTCKVQEQPPAIPEALAWPTPPTRPAPAPCHANTSMVTHPDFATQPQHVQNFLLYRHCRHFPLLQDVPPSKCAQPVFLLLVIKSSPSNYVRRELLRRTWGRERKVRGLQLRLLFLVGTASNPHEARKVNRLLELEAQTHGDILQWDFHDSFFNLTLKQVLFLQWQETRCANASFVLNGDDDVFAHTDNMVFYLQDHDPGRHLFVGQLIQNVGPIRAFWSKYYVPEVVTQNERYPPYCGGGGFLLSRFTAAALRRAAHVLDIFPIDDVFL.... Result: 0 (no interaction).